This data is from Forward reaction prediction with 1.9M reactions from USPTO patents (1976-2016). The task is: Predict the product of the given reaction. Given the reactants [CH3:1][CH:2]([S:4]([NH:7][CH:8]1[CH2:13][CH2:12][CH2:11][CH:10]=[C:9]1[C:14]1[CH:19]=[CH:18][C:17](OS(OC(F)(F)F)=O)=[CH:16][CH:15]=1)(=[O:6])=[O:5])[CH3:3].[C:28]1(Br)[CH:33]=[CH:32][CH:31]=[CH:30][CH:29]=1, predict the reaction product. The product is: [CH3:1][CH:2]([S:4]([NH:7][CH:8]1[CH2:13][CH2:12][CH2:11][CH:10]=[C:9]1[C:14]1[CH:19]=[CH:18][C:17]([C:28]2[CH:33]=[CH:32][CH:31]=[CH:30][CH:29]=2)=[CH:16][CH:15]=1)(=[O:6])=[O:5])[CH3:3].